This data is from Reaction yield outcomes from USPTO patents with 853,638 reactions. The task is: Predict the reaction yield, written as a fraction of the theoretical maximum amount of product (1.0 means a 100% yield; for example, 0.34 means a 34% yield). The reactants are C(OC([N:8]1[CH2:13][CH2:12][C:11]([CH2:20][OH:21])([C:14]2[CH:19]=[CH:18][CH:17]=[CH:16][CH:15]=2)[CH2:10][CH2:9]1)=O)(C)(C)C.[H-].[Na+].[CH3:24]OS(=O)(=O)OC.[Cl-].[NH4+].FC(F)(F)C(O)=O.[OH-].[Na+]. The catalyst is O1CCCC1.C(Cl)Cl. The product is [CH3:24][O:21][CH2:20][C:11]1([C:14]2[CH:15]=[CH:16][CH:17]=[CH:18][CH:19]=2)[CH2:10][CH2:9][NH:8][CH2:13][CH2:12]1. The yield is 0.350.